Dataset: Reaction yield outcomes from USPTO patents with 853,638 reactions. Task: Predict the reaction yield, written as a fraction of the theoretical maximum amount of product (1.0 means a 100% yield; for example, 0.34 means a 34% yield). The reactants are [Cl:1][C:2]1[CH:10]=[C:9]([C:11]([OH:13])=[O:12])[CH:8]=[C:7]([N+:14]([O-:16])=[O:15])[C:3]=1[C:4]([OH:6])=[O:5].S(=O)(=O)(O)O.[CH3:22]O. No catalyst specified. The product is [CH3:22][O:12][C:11](=[O:13])[C:9]1[CH:8]=[C:7]([N+:14]([O-:16])=[O:15])[C:3]([C:4]([OH:6])=[O:5])=[C:2]([Cl:1])[CH:10]=1. The yield is 0.800.